From a dataset of NCI-60 drug combinations with 297,098 pairs across 59 cell lines. Regression. Given two drug SMILES strings and cell line genomic features, predict the synergy score measuring deviation from expected non-interaction effect. (1) Synergy scores: CSS=15.2, Synergy_ZIP=1.14, Synergy_Bliss=5.86, Synergy_Loewe=8.34, Synergy_HSA=8.87. Cell line: LOX IMVI. Drug 2: C1C(C(OC1N2C=NC3=C2NC=NCC3O)CO)O. Drug 1: CC1=C(C=C(C=C1)NC2=NC=CC(=N2)N(C)C3=CC4=NN(C(=C4C=C3)C)C)S(=O)(=O)N.Cl. (2) Drug 1: C1=CC(=CC=C1CC(C(=O)O)N)N(CCCl)CCCl.Cl. Drug 2: C1=NC2=C(N=C(N=C2N1C3C(C(C(O3)CO)O)O)F)N. Cell line: MCF7. Synergy scores: CSS=9.79, Synergy_ZIP=-5.78, Synergy_Bliss=-1.53, Synergy_Loewe=-15.0, Synergy_HSA=-3.50. (3) Drug 1: CC12CCC3C(C1CCC2=O)CC(=C)C4=CC(=O)C=CC34C. Drug 2: COCCOC1=C(C=C2C(=C1)C(=NC=N2)NC3=CC=CC(=C3)C#C)OCCOC.Cl. Cell line: LOX IMVI. Synergy scores: CSS=14.2, Synergy_ZIP=-1.48, Synergy_Bliss=-4.75, Synergy_Loewe=-4.73, Synergy_HSA=-3.71.